Dataset: NCI-60 drug combinations with 297,098 pairs across 59 cell lines. Task: Regression. Given two drug SMILES strings and cell line genomic features, predict the synergy score measuring deviation from expected non-interaction effect. (1) Drug 1: CN1C2=C(C=C(C=C2)N(CCCl)CCCl)N=C1CCCC(=O)O.Cl. Drug 2: CC1=C(C=C(C=C1)C(=O)NC2=CC(=CC(=C2)C(F)(F)F)N3C=C(N=C3)C)NC4=NC=CC(=N4)C5=CN=CC=C5. Cell line: IGROV1. Synergy scores: CSS=1.75, Synergy_ZIP=1.23, Synergy_Bliss=0.991, Synergy_Loewe=1.56, Synergy_HSA=0.151. (2) Drug 1: CCC1(C2=C(COC1=O)C(=O)N3CC4=CC5=C(C=CC(=C5CN(C)C)O)N=C4C3=C2)O.Cl. Drug 2: C1C(C(OC1N2C=NC(=NC2=O)N)CO)O. Cell line: TK-10. Synergy scores: CSS=20.2, Synergy_ZIP=-6.27, Synergy_Bliss=-2.95, Synergy_Loewe=-2.62, Synergy_HSA=-0.507. (3) Drug 1: CN(CCCl)CCCl.Cl. Drug 2: CC12CCC3C(C1CCC2OP(=O)(O)O)CCC4=C3C=CC(=C4)OC(=O)N(CCCl)CCCl.[Na+]. Cell line: M14. Synergy scores: CSS=5.62, Synergy_ZIP=-4.76, Synergy_Bliss=-6.41, Synergy_Loewe=-8.27, Synergy_HSA=-7.99.